From a dataset of Catalyst prediction with 721,799 reactions and 888 catalyst types from USPTO. Predict which catalyst facilitates the given reaction. (1) Reactant: C([N:20]1[C:24]2[N:25]=[CH:26][CH:27]=[C:28]([C:29](=[S:31])[NH2:30])[C:23]=2[CH:22]=[N:21]1)(C1C=CC=CC=1)(C1C=CC=CC=1)C1C=CC=CC=1.Br[CH:33]1[CH2:38][CH2:37][CH2:36][C:35]([CH3:41])([C:39]#[N:40])[C:34]1=O.C1COCC1. Product: [CH3:41][C:35]1([C:39]#[N:40])[C:34]2[N:30]=[C:29]([C:28]3[CH:27]=[CH:26][N:25]=[C:24]4[NH:20][N:21]=[CH:22][C:23]=34)[S:31][C:33]=2[CH2:38][CH2:37][CH2:36]1. The catalyst class is: 14. (2) Reactant: C([Li])CCC.Br[C:7]1[N:11]([CH2:12][O:13][CH2:14][CH2:15][Si:16]([CH3:19])([CH3:18])[CH3:17])[C:10]([C@@H:20]2[CH2:24][CH2:23][CH2:22][N:21]2[C:25]([O:27][C:28]([CH3:31])([CH3:30])[CH3:29])=[O:26])=[N:9][CH:8]=1.CN(C)[CH:34]=[O:35]. Product: [CH:34]([C:7]1[N:11]([CH2:12][O:13][CH2:14][CH2:15][Si:16]([CH3:19])([CH3:18])[CH3:17])[C:10]([C@@H:20]2[CH2:24][CH2:23][CH2:22][N:21]2[C:25]([O:27][C:28]([CH3:31])([CH3:30])[CH3:29])=[O:26])=[N:9][CH:8]=1)=[O:35]. The catalyst class is: 7. (3) Product: [OH:17][C:12]1[CH:11]=[CH:10][C:9]([CH:1]=[CH:2][C:3]2[CH:8]=[CH:7][CH:6]=[CH:5][CH:4]=2)=[CH:16][C:13]=1[CH:14]=[C:26]1[S:25][C:24](=[O:29])[N:23]([CH2:22][C:21]2[CH:30]=[CH:31][C:32]([Cl:33])=[C:19]([Cl:18])[CH:20]=2)[C:27]1=[O:28]. Reactant: [CH:1]([C:9]1[CH:16]=[C:13]([CH:14]=O)[C:12]([OH:17])=[CH:11][CH:10]=1)=[CH:2][C:3]1[CH:8]=[CH:7][CH:6]=[CH:5][CH:4]=1.[Cl:18][C:19]1[CH:20]=[C:21]([CH:30]=[CH:31][C:32]=1[Cl:33])[CH2:22][N:23]1[C:27](=[O:28])[CH2:26][S:25][C:24]1=[O:29].C([O-])(=O)C.[NH4+]. The catalyst class is: 8. (4) The catalyst class is: 320. Reactant: [CH3:1][N:2]([CH3:15])[CH2:3][CH:4]([OH:14])[CH2:5][N:6]1[CH:10]=[C:9]([N+:11]([O-])=O)[CH:8]=[N:7]1. Product: [NH2:11][C:9]1[CH:8]=[N:7][N:6]([CH2:5][CH:4]([OH:14])[CH2:3][N:2]([CH3:1])[CH3:15])[CH:10]=1. (5) Reactant: ClC(OCC)=O.C1COCC1.[C:12]([O:16][C:17]([NH:19][C@@H:20]([CH:24]([CH3:26])[CH3:25])[C:21]([OH:23])=O)=[O:18])([CH3:15])([CH3:14])[CH3:13].[NH2:27][CH2:28][C:29](=[C:31]1[CH2:36][CH2:35][CH2:34][N:33]([C:37]2[C:46]([O:47][CH3:48])=[C:45]3[C:40]([C:41](=[O:55])[C:42]([C:52]([OH:54])=[O:53])=[CH:43][N:44]3[CH:49]3[CH2:51][CH2:50]3)=[CH:39][C:38]=2[F:56])[CH2:32]1)[F:30]. Product: [C:12]([O:16][C:17]([NH:19][C@@H:20]([CH:24]([CH3:26])[CH3:25])[C:21]([NH:27][CH2:28][C:29](=[C:31]1[CH2:36][CH2:35][CH2:34][N:33]([C:37]2[C:46]([O:47][CH3:48])=[C:45]3[C:40]([C:41](=[O:55])[C:42]([C:52]([OH:54])=[O:53])=[CH:43][N:44]3[CH:49]3[CH2:51][CH2:50]3)=[CH:39][C:38]=2[F:56])[CH2:32]1)[F:30])=[O:23])=[O:18])([CH3:13])([CH3:14])[CH3:15]. The catalyst class is: 25.